From a dataset of NCI-60 drug combinations with 297,098 pairs across 59 cell lines. Regression. Given two drug SMILES strings and cell line genomic features, predict the synergy score measuring deviation from expected non-interaction effect. (1) Drug 1: C1C(C(OC1N2C=NC3=C(N=C(N=C32)Cl)N)CO)O. Drug 2: CC1CCC2CC(C(=CC=CC=CC(CC(C(=O)C(C(C(=CC(C(=O)CC(OC(=O)C3CCCCN3C(=O)C(=O)C1(O2)O)C(C)CC4CCC(C(C4)OC)O)C)C)O)OC)C)C)C)OC. Cell line: 786-0. Synergy scores: CSS=31.4, Synergy_ZIP=-1.54, Synergy_Bliss=8.62, Synergy_Loewe=1.32, Synergy_HSA=2.13. (2) Drug 1: CN(C)C1=NC(=NC(=N1)N(C)C)N(C)C. Drug 2: C1CC(=O)NC(=O)C1N2C(=O)C3=CC=CC=C3C2=O. Cell line: OVCAR3. Synergy scores: CSS=-2.22, Synergy_ZIP=10.4, Synergy_Bliss=12.3, Synergy_Loewe=0.843, Synergy_HSA=1.69. (3) Drug 1: C1CCC(C1)C(CC#N)N2C=C(C=N2)C3=C4C=CNC4=NC=N3. Drug 2: C(CN)CNCCSP(=O)(O)O. Cell line: 786-0. Synergy scores: CSS=7.82, Synergy_ZIP=0.817, Synergy_Bliss=6.51, Synergy_Loewe=1.12, Synergy_HSA=5.34. (4) Drug 1: C1CC(=O)NC(=O)C1N2CC3=C(C2=O)C=CC=C3N. Drug 2: CCC1=C2CN3C(=CC4=C(C3=O)COC(=O)C4(CC)O)C2=NC5=C1C=C(C=C5)O. Cell line: SNB-75. Synergy scores: CSS=33.3, Synergy_ZIP=-0.736, Synergy_Bliss=-0.0199, Synergy_Loewe=-28.0, Synergy_HSA=1.16. (5) Drug 1: CC12CCC3C(C1CCC2O)C(CC4=C3C=CC(=C4)O)CCCCCCCCCS(=O)CCCC(C(F)(F)F)(F)F. Drug 2: CN(CCCl)CCCl.Cl. Cell line: CCRF-CEM. Synergy scores: CSS=28.9, Synergy_ZIP=-0.0896, Synergy_Bliss=-0.985, Synergy_Loewe=-33.1, Synergy_HSA=-4.13. (6) Drug 1: CC1=C(C(CCC1)(C)C)C=CC(=CC=CC(=CC(=O)O)C)C. Drug 2: CC1C(C(CC(O1)OC2CC(CC3=C2C(=C4C(=C3O)C(=O)C5=C(C4=O)C(=CC=C5)OC)O)(C(=O)CO)O)N)O.Cl. Cell line: UACC62. Synergy scores: CSS=38.7, Synergy_ZIP=-5.04, Synergy_Bliss=-3.08, Synergy_Loewe=-6.67, Synergy_HSA=0.708. (7) Drug 1: C1CCC(C(C1)N)N.C(=O)(C(=O)[O-])[O-].[Pt+4]. Drug 2: CC(C)CN1C=NC2=C1C3=CC=CC=C3N=C2N. Cell line: UACC62. Synergy scores: CSS=22.1, Synergy_ZIP=-5.14, Synergy_Bliss=0.353, Synergy_Loewe=-0.169, Synergy_HSA=-0.389. (8) Drug 1: C1=CN(C(=O)N=C1N)C2C(C(C(O2)CO)O)O.Cl. Drug 2: C1=NC2=C(N=C(N=C2N1C3C(C(C(O3)CO)O)O)F)N. Cell line: SR. Synergy scores: CSS=73.6, Synergy_ZIP=-5.64, Synergy_Bliss=-6.95, Synergy_Loewe=-33.6, Synergy_HSA=-4.14. (9) Drug 1: C1CCC(CC1)NC(=O)N(CCCl)N=O. Drug 2: CCCCCOC(=O)NC1=NC(=O)N(C=C1F)C2C(C(C(O2)C)O)O. Cell line: TK-10. Synergy scores: CSS=17.0, Synergy_ZIP=2.49, Synergy_Bliss=7.86, Synergy_Loewe=5.13, Synergy_HSA=7.34.